Dataset: Reaction yield outcomes from USPTO patents with 853,638 reactions. Task: Predict the reaction yield, written as a fraction of the theoretical maximum amount of product (1.0 means a 100% yield; for example, 0.34 means a 34% yield). (1) The reactants are [CH2:1]([Si:5]([C:18]1[CH:23]=[CH:22][CH:21]=[CH:20][CH:19]=1)([C:12]1[CH:17]=[CH:16][CH:15]=[CH:14][CH:13]=1)[C:6](=[O:11])[CH2:7][CH:8]([CH3:10])[CH3:9])[CH2:2][CH:3]=[CH2:4].[H-].[Al+3].[Li+].[H-].[H-].[H-]. The catalyst is C(OCC)C. The product is [CH2:1]([Si:5]([C:12]1[CH:13]=[CH:14][CH:15]=[CH:16][CH:17]=1)([C:18]1[CH:23]=[CH:22][CH:21]=[CH:20][CH:19]=1)[CH:6]([OH:11])[CH2:7][CH:8]([CH3:10])[CH3:9])[CH2:2][CH:3]=[CH2:4]. The yield is 0.690. (2) The reactants are C[O:2][C:3]([C:5]1[C:6](=[O:19])[NH:7][N:8]=[C:9]([C:11]2[CH:16]=[CH:15][C:14]([S:17][CH3:18])=[CH:13][CH:12]=2)[CH:10]=1)=[O:4].C(=O)([O-])[O-].[K+].[K+].[CH2:26](Br)[CH:27]([CH3:29])[CH3:28].C(=O)([O-])O.[Na+]. The catalyst is CN(C)C=O. The product is [C:3]([C:5]1[C:6](=[O:19])[N:7]([CH2:26][CH:27]([CH3:29])[CH3:28])[N:8]=[C:9]([C:11]2[CH:16]=[CH:15][C:14]([S:17][CH3:18])=[CH:13][CH:12]=2)[CH:10]=1)([OH:2])=[O:4]. The yield is 0.651. (3) The product is [Br:29][CH2:2][C:1](/[C:4](/[C:13]1[CH:14]=[CH:15][C:16]([C:19]([F:20])([F:21])[F:22])=[CH:17][CH:18]=1)=[CH:5]\[CH:6]=[CH:7]\[C:8]([O:10][CH2:11][CH3:12])=[O:9])=[O:3]. The catalyst is C1COCC1. The reactants are [C:1](/[C:4](/[C:13]1[CH:18]=[CH:17][C:16]([C:19]([F:22])([F:21])[F:20])=[CH:15][CH:14]=1)=[CH:5]\[CH:6]=[CH:7]\[C:8]([O:10][CH2:11][CH3:12])=[O:9])(=[O:3])[CH3:2].C1CNC(=O)C1.[Br:29][Br-]Br.O. The yield is 0.600. (4) The reactants are [NH:1]1[CH2:4][CH:3]([O:5][C:6]2[C:11]3[CH:12]=[C:13]([CH3:15])[O:14][C:10]=3[CH:9]=[C:8]([C:16]([O:18][CH2:19][CH3:20])=[O:17])[CH:7]=2)[CH2:2]1.[CH3:21][S:22](Cl)(=[O:24])=[O:23]. The catalyst is C(Cl)Cl. The product is [CH3:15][C:13]1[O:14][C:10]2[CH:9]=[C:8]([C:16]([O:18][CH2:19][CH3:20])=[O:17])[CH:7]=[C:6]([O:5][CH:3]3[CH2:4][N:1]([S:22]([CH3:21])(=[O:24])=[O:23])[CH2:2]3)[C:11]=2[CH:12]=1. The yield is 0.800. (5) The reactants are F[P-](F)(F)(F)(F)F.N1(O[P+](N(C)C)(N(C)C)N(C)C)C2C=CC=CC=2N=N1.[Br:28][C:29]1[CH:34]=[C:33]([CH3:35])[C:32]([CH2:36]/[CH:37]=[CH:38]/[C:39]([OH:41])=O)=[C:31]([CH3:42])[CH:30]=1.[NH2:43][C:44]1[CH:45]=[C:46]([C@H:50]([NH:57][C:58]([O:60][CH2:61][C:62]2[CH:67]=[CH:66][CH:65]=[CH:64][CH:63]=2)=[O:59])[CH2:51][C:52]([O:54][CH2:55][CH3:56])=[O:53])[CH:47]=[CH:48][CH:49]=1.C(N(CC)CC)C. The catalyst is C(#N)C. The product is [CH2:61]([O:60][C:58]([NH:57][C@@H:50]([C:46]1[CH:47]=[CH:48][CH:49]=[C:44]([NH:43][C:39](=[O:41])/[CH:38]=[CH:37]/[CH2:36][C:32]2[C:31]([CH3:42])=[CH:30][C:29]([Br:28])=[CH:34][C:33]=2[CH3:35])[CH:45]=1)[CH2:51][C:52]([O:54][CH2:55][CH3:56])=[O:53])=[O:59])[C:62]1[CH:63]=[CH:64][CH:65]=[CH:66][CH:67]=1. The yield is 0.540. (6) The reactants are [CH:1]([N:4]=C=NC(C)C)(C)C.[C:10]([O:14][C:15]([N:17]1[CH2:22][CH2:21][N:20]([C:23]2[S:24][CH:25]=[C:26]([C:28](O)=[O:29])[N:27]=2)[CH:19]([CH2:31][O:32][C:33]2[CH:34]=[N:35][CH:36]=[CH:37][CH:38]=2)[CH2:18]1)=[O:16])([CH3:13])([CH3:12])[CH3:11].Cl.CN.C(N(C(C)C)CC)(C)C.ON1C2C=CC=CC=2N=N1.CN(C(ON1N=NC2C=CC=CC1=2)=[N+](C)C)C.[B-](F)(F)(F)F. The catalyst is C(Cl)Cl. The product is [CH3:1][NH:4][C:28]([C:26]1[N:27]=[C:23]([N:20]2[CH2:21][CH2:22][N:17]([C:15]([O:14][C:10]([CH3:13])([CH3:12])[CH3:11])=[O:16])[CH2:18][CH:19]2[CH2:31][O:32][C:33]2[CH:34]=[N:35][CH:36]=[CH:37][CH:38]=2)[S:24][CH:25]=1)=[O:29]. The yield is 0.500. (7) The reactants are [CH:1]1[C:13]2[CH2:12][C:11]3[C:6](=[CH:7][CH:8]=[CH:9][CH:10]=3)[C:5]=2[CH:4]=[CH:3][CH:2]=1.C(=S)=S.[C:17](Cl)([CH3:20])([CH3:19])[CH3:18].O. The catalyst is CCCCCC. The product is [C:17]([C:9]1[CH:8]=[CH:7][C:6]2[C:5]3[C:13](=[CH:1][C:2]([C:5]([CH3:6])([CH3:13])[CH3:4])=[CH:3][CH:4]=3)[CH2:12][C:11]=2[CH:10]=1)([CH3:20])([CH3:19])[CH3:18]. The yield is 0.850. (8) The reactants are [Cl:1][C:2]1[CH:3]=[C:4]([CH:26]=[CH:27][C:28]=1[F:29])[CH2:5][NH:6][C:7]1[S:8][C:9](=[CH:13][C:14]2[N:15]=[C:16]3[C:21](=[CH:22][CH:23]=2)[N:20]=[CH:19][C:18](C#N)=[CH:17]3)[C:10](=[O:12])[N:11]=1.C(O[Na])(C)=O.[CH:35]([O:38]C1C=CN=C2C=1N=C(C=O)C=C2)([CH3:37])[CH3:36]. The catalyst is CC(O)=O. The product is [Cl:1][C:2]1[CH:3]=[C:4]([CH:26]=[CH:27][C:28]=1[F:29])[CH2:5][NH:6][C:7]1[S:8][C:9](=[CH:13][C:14]2[CH:23]=[CH:22][C:21]3[C:16](=[C:17]([O:38][CH:35]([CH3:37])[CH3:36])[CH:18]=[CH:19][N:20]=3)[N:15]=2)[C:10](=[O:12])[N:11]=1. The yield is 0.869.